This data is from Catalyst prediction with 721,799 reactions and 888 catalyst types from USPTO. The task is: Predict which catalyst facilitates the given reaction. (1) Reactant: [CH2:1]([O:3][C:4]([C:6]1[C:14]2[C:13]([C:15]3[CH:20]=[CH:19][CH:18]=[C:17]([NH:21][C:22](=[O:27])[C:23]([CH2:25]O)=[CH2:24])[CH:16]=3)=[N:12][CH:11]=[N:10][C:9]=2[NH:8][CH:7]=1)=[O:5])[CH3:2].C(Cl)Cl.CCN(S(F)(F)[F:37])CC. Product: [CH2:1]([O:3][C:4]([C:6]1[C:14]2[C:13]([C:15]3[CH:20]=[CH:19][CH:18]=[C:17]([NH:21][C:22](=[O:27])[C:23]([CH2:25][F:37])=[CH2:24])[CH:16]=3)=[N:12][CH:11]=[N:10][C:9]=2[NH:8][CH:7]=1)=[O:5])[CH3:2]. The catalyst class is: 16. (2) Reactant: [CH3:1][C:2]1([CH3:27])[CH2:5][CH:4]([CH:6]([NH:16][C:17]2[CH:18]=[N:19][C:20]3[C:25]([CH:26]=2)=[CH:24][CH:23]=[CH:22][CH:21]=3)[C:7]2[CH:15]=[CH:14][C:10]([C:11](O)=[O:12])=[CH:9][CH:8]=2)[CH2:3]1.[CH2:28]([O:30][C:31](=[O:35])[CH2:32][CH2:33][NH2:34])[CH3:29].ON1C2N=CC=CC=2N=N1.Cl.C(N=C=NCCCN(C)C)C.C(N(CC)CC)C. Product: [CH3:27][C:2]1([CH3:1])[CH2:5][CH:4]([CH:6]([NH:16][C:17]2[CH:18]=[N:19][C:20]3[C:21]([CH:26]=2)=[CH:22][CH:23]=[CH:24][CH:25]=3)[C:7]2[CH:15]=[CH:14][C:10]([C:11]([NH:34][CH2:33][CH2:32][C:31]([O:30][CH2:28][CH3:29])=[O:35])=[O:12])=[CH:9][CH:8]=2)[CH2:3]1. The catalyst class is: 2. (3) Product: [C:27]([CH:5]([CH2:6][C:7]1[CH:8]=[CH:9][C:10]([O:13][CH2:14][CH2:15][C:16]2[CH:17]=[CH:18][C:19]([O:22][S:23]([CH3:26])(=[O:25])=[O:24])=[CH:20][CH:21]=2)=[CH:11][CH:12]=1)[CH2:4][OH:3])#[N:28]. Reactant: C([O:3][C:4](=O)[C:5]([C:27]#[N:28])=[CH:6][C:7]1[CH:12]=[CH:11][C:10]([O:13][CH2:14][CH2:15][C:16]2[CH:21]=[CH:20][C:19]([O:22][S:23]([CH3:26])(=[O:25])=[O:24])=[CH:18][CH:17]=2)=[CH:9][CH:8]=1)C.C(OC(C1CC(C(OCC)=O)=C(C)NC=1C)=O)C. The catalyst class is: 13.